Dataset: Aqueous solubility values for 9,982 compounds from the AqSolDB database. Task: Regression/Classification. Given a drug SMILES string, predict its absorption, distribution, metabolism, or excretion properties. Task type varies by dataset: regression for continuous measurements (e.g., permeability, clearance, half-life) or binary classification for categorical outcomes (e.g., BBB penetration, CYP inhibition). For this dataset (solubility_aqsoldb), we predict Y. (1) The drug is CC(=O)C1(O)CCC2C3CC(C)C4=CC(=O)C=CC4(C)C3(F)C(O)CC21C. The Y is -4.10 log mol/L. (2) The molecule is O=C(O)CCC1CCCC1. The Y is -1.77 log mol/L. (3) The compound is C[C@@H]1CO1. The Y is 0.838 log mol/L. (4) The drug is OC[C@H]1O[C@@H](n2cnc3cncnc32)[C@H](O)[C@@H]1O. The Y is -0.402 log mol/L. (5) The molecule is O.O.O.O.O=S(=O)([O-])[O-].[Pb].[Pb].[Pb].[Pb].[Pb]. The Y is -4.57 log mol/L. (6) The drug is Brc1ccc(Br)c(-c2cc(Br)ccc2Br)c1. The Y is -8.06 log mol/L.